From a dataset of Reaction yield outcomes from USPTO patents with 853,638 reactions. Predict the reaction yield, written as a fraction of the theoretical maximum amount of product (1.0 means a 100% yield; for example, 0.34 means a 34% yield). The reactants are [N+:1](/[CH:4]=[C:5](/[C:7]1[CH:12]=[CH:11][CH:10]=[CH:9][CH:8]=1)\[CH3:6])([O-:3])=[O:2].O1CCCC1.[F-].C([N+](CCCC)(CCCC)CCCC)CCC. The catalyst is O. The product is [N+:1]([CH2:4][CH:5]([C:7]1[CH:12]=[CH:11][CH:10]=[CH:9][CH:8]=1)[CH3:6])([O-:3])=[O:2]. The yield is 0.670.